Task: Predict the product of the given reaction.. Dataset: Forward reaction prediction with 1.9M reactions from USPTO patents (1976-2016) (1) The product is: [F:34][C:33]1[C:28]([C:24]2([CH2:23][NH:15][C:12]3[N:13]=[N:14][C:9]([C:7]4[S:8][C:4]([C:1]([NH2:2])=[O:3])=[CH:5][N:6]=4)=[CH:10][CH:11]=3)[CH2:25][CH2:26][CH2:27]2)=[N:29][CH:30]=[CH:31][CH:32]=1. Given the reactants [C:1]([C:4]1[S:8][C:7]([C:9]2[N:14]=[N:13][C:12]([N:15]([CH2:23][C:24]3([C:28]4[C:33]([F:34])=[CH:32][CH:31]=[CH:30][N:29]=4)[CH2:27][CH2:26][CH2:25]3)C(=O)OC(C)(C)C)=[CH:11][CH:10]=2)=[N:6][CH:5]=1)(=[O:3])[NH2:2].C(O)(C(F)(F)F)=O, predict the reaction product. (2) Given the reactants [Cl:1][C:2]1[C:3]([Cl:11])=[N:4][CH:5]=[C:6]([CH:10]=1)[C:7]([OH:9])=[O:8].CN(C1C=CC=CN=1)C.C(OC(O[C:24]([CH3:27])([CH3:26])[CH3:25])=O)(O[C:24]([CH3:27])([CH3:26])[CH3:25])=O, predict the reaction product. The product is: [Cl:1][C:2]1[C:3]([Cl:11])=[N:4][CH:5]=[C:6]([CH:10]=1)[C:7]([O:9][C:24]([CH3:27])([CH3:26])[CH3:25])=[O:8]. (3) The product is: [OH:17][C:18]1[CH:23]=[CH:22][C:21]([C:2]2[CH:16]=[CH:15][CH:14]=[C:4]([CH2:5][NH:6][C:7](=[O:13])[O:8][C:9]([CH3:12])([CH3:11])[CH3:10])[CH:3]=2)=[CH:20][CH:19]=1. Given the reactants Br[C:2]1[CH:3]=[C:4]([CH:14]=[CH:15][CH:16]=1)[CH2:5][NH:6][C:7](=[O:13])[O:8][C:9]([CH3:12])([CH3:11])[CH3:10].[OH:17][C:18]1[CH:23]=[CH:22][C:21](B(O)O)=[CH:20][CH:19]=1, predict the reaction product. (4) Given the reactants [CH3:1][C:2]1[CH:7]=[C:6]([C:8]2[C:16]3[C:11](=[CH:12][CH:13]=[C:14]([C:17](O)=[O:18])[CH:15]=3)[N:10]([C:20]([C:33]3[CH:38]=[CH:37][CH:36]=[CH:35][CH:34]=3)([C:27]3[CH:32]=[CH:31][CH:30]=[CH:29][CH:28]=3)[C:21]3[CH:26]=[CH:25][CH:24]=[CH:23][CH:22]=3)[N:9]=2)[CH:5]=[CH:4][N:3]=1.CN(C(ON1N=NC2C=CC=NC1=2)=[N+](C)C)C.F[P-](F)(F)(F)(F)F.[NH2:63][N:64]1[CH2:69][CH2:68][CH2:67][C:66]([CH2:78][OH:79])([CH2:70][C:71]2[CH:76]=[CH:75][CH:74]=[CH:73][C:72]=2[F:77])[CH2:65]1.C(N(C(C)C)CC)(C)C, predict the reaction product. The product is: [F:77][C:72]1[CH:73]=[CH:74][CH:75]=[CH:76][C:71]=1[CH2:70][C:66]1([CH2:78][OH:79])[CH2:67][CH2:68][CH2:69][N:64]([NH:63][C:17]([C:14]2[CH:15]=[C:16]3[C:11](=[CH:12][CH:13]=2)[N:10]([C:20]([C:21]2[CH:22]=[CH:23][CH:24]=[CH:25][CH:26]=2)([C:27]2[CH:32]=[CH:31][CH:30]=[CH:29][CH:28]=2)[C:33]2[CH:34]=[CH:35][CH:36]=[CH:37][CH:38]=2)[N:9]=[C:8]3[C:6]2[CH:5]=[CH:4][N:3]=[C:2]([CH3:1])[CH:7]=2)=[O:18])[CH2:65]1.